This data is from Forward reaction prediction with 1.9M reactions from USPTO patents (1976-2016). The task is: Predict the product of the given reaction. (1) The product is: [CH:1]1([CH:6]([F:28])[C:7]2[CH:12]=[CH:11][C:10]([C:13]3([C:16]#[N:17])[CH2:15][CH2:14]3)=[CH:9][CH:8]=2)[CH2:5][CH2:4][CH2:3][CH2:2]1. Given the reactants [CH:1]1([CH:6](O)[C:7]2[CH:12]=[CH:11][C:10]([C:13]3([C:16]#[N:17])[CH2:15][CH2:14]3)=[CH:9][CH:8]=2)[CH2:5][CH2:4][CH2:3][CH2:2]1.C(Cl)Cl.C(N(S(F)(F)[F:28])CC)C.C([O-])(O)=O.[Na+], predict the reaction product. (2) Given the reactants [N+:1]([C:4]1[CH:5]=[C:6]([CH:8]=[CH:9][CH:10]=1)[NH2:7])([O-:3])=[O:2].[CH2:11]([O:13][C:14](=[O:26])[CH2:15][C:16]1[CH:21]=[CH:20][C:19](Br)=[CH:18][C:17]=1[N+:23]([O-:25])=[O:24])[CH3:12].C([O-])([O-])=O.[Cs+].[Cs+], predict the reaction product. The product is: [CH2:11]([O:13][C:14](=[O:26])[CH2:15][C:16]1[CH:21]=[CH:20][C:19]([NH:7][C:6]2[CH:8]=[CH:9][CH:10]=[C:4]([N+:1]([O-:3])=[O:2])[CH:5]=2)=[CH:18][C:17]=1[N+:23]([O-:25])=[O:24])[CH3:12].